Dataset: Experimentally validated miRNA-target interactions with 360,000+ pairs, plus equal number of negative samples. Task: Binary Classification. Given a miRNA mature sequence and a target amino acid sequence, predict their likelihood of interaction. The miRNA is hsa-miR-612 with sequence GCUGGGCAGGGCUUCUGAGCUCCUU. The protein sequence of the target gene is MVDKKLVVVFGGTGAQGGSVARTLLEDGTFKVRVVTRNPRKKAAKELRLQGAEVVQGDQDDQVIMELALNGAYATFIVTNYWESCSQEQEVKQGKLLADLARRLGLHYVVYSGLENIKKLTAGRLAAAHFDGKGEVEEYFRDIGVPMTSVRLPCYFENLLSHFLPQKAPDGKSYLLSLPTGDVPMDGMSVSDLGPVVLSLLKMPEKYVGQNIGLSTCRHTAEEYAALLTKHTRKVVHDAKMTPEDYEKLGFPGARDLANMFRFYALRPDRDIELTLRLNPKALTLDQWLEQHKGDFNLL. Result: 0 (no interaction).